Dataset: Full USPTO retrosynthesis dataset with 1.9M reactions from patents (1976-2016). Task: Predict the reactants needed to synthesize the given product. (1) Given the product [Br:1][C:2]1[C:3]([CH3:17])=[N:4][S:5][C:6]=1[NH:7][C@H:8]([C:13]([OH:15])=[O:14])[CH2:9][CH:10]([CH3:12])[CH3:11], predict the reactants needed to synthesize it. The reactants are: [Br:1][C:2]1[C:3]([CH3:17])=[N:4][S:5][C:6]=1[NH:7][C@H:8]([C:13]([O:15]C)=[O:14])[CH2:9][CH:10]([CH3:12])[CH3:11].[OH-].[Li+]. (2) Given the product [CH3:1][S:2]([C:5]1[CH:10]=[CH:9][CH:8]=[CH:7][C:6]=1[C:11]1[CH:12]=[CH:13][C:14]([NH2:17])=[CH:15][CH:16]=1)(=[O:3])=[O:4], predict the reactants needed to synthesize it. The reactants are: [CH3:1][S:2]([C:5]1[CH:10]=[CH:9][CH:8]=[CH:7][C:6]=1[C:11]1[CH:16]=[CH:15][C:14]([N+:17]([O-])=O)=[CH:13][CH:12]=1)(=[O:4])=[O:3]. (3) Given the product [CH3:22][N:21]([CH3:23])[C:20]1[C:19]2[CH:18]=[CH:17][CH:16]=[C:15]([S:12]([NH:10][CH2:9][CH2:8][NH:7][C:6](=[O:11])[O:5][C:1]([CH3:4])([CH3:2])[CH3:3])(=[O:14])=[O:13])[C:27]=2[CH:26]=[CH:25][CH:24]=1, predict the reactants needed to synthesize it. The reactants are: [C:1]([O:5][C:6](=[O:11])[NH:7][CH2:8][CH2:9][NH2:10])([CH3:4])([CH3:3])[CH3:2].[S:12](Cl)([C:15]1[C:27]2[CH:26]=[CH:25][CH:24]=[C:20]([N:21]([CH3:23])[CH3:22])[C:19]=2[CH:18]=[CH:17][CH:16]=1)(=[O:14])=[O:13].C(#N)C.C([O-])(O)=O.[Na+]. (4) Given the product [CH3:12][O:13][C:14]1[CH:20]=[CH:19][C:17]([NH:18][C:4](=[NH:5])[CH2:3][C:2](=[O:1])[C:6]2[CH:7]=[CH:8][CH:9]=[CH:10][CH:11]=2)=[CH:16][CH:15]=1, predict the reactants needed to synthesize it. The reactants are: [O:1]=[C:2]([C:6]1[CH:11]=[CH:10][CH:9]=[CH:8][CH:7]=1)[CH2:3][C:4]#[N:5].[CH3:12][O:13][C:14]1[CH:20]=[CH:19][C:17]([NH2:18])=[CH:16][CH:15]=1.Cl. (5) Given the product [F:20][C:21]1([F:25])[CH2:24][N:23]([C:13]([C:12]2[CH:11]=[CH:10][C:9]([B:4]3[O:5][C:6]([CH3:7])([CH3:8])[C:2]([CH3:1])([CH3:18])[O:3]3)=[CH:17][CH:16]=2)=[O:15])[CH2:22]1, predict the reactants needed to synthesize it. The reactants are: [CH3:1][C:2]1([CH3:18])[C:6]([CH3:8])([CH3:7])[O:5][B:4]([C:9]2[CH:17]=[CH:16][C:12]([C:13]([OH:15])=O)=[CH:11][CH:10]=2)[O:3]1.Cl.[F:20][C:21]1([F:25])[CH2:24][NH:23][CH2:22]1.CCN(C(C)C)C(C)C.CN(C(ON1N=NC2C=CC=NC1=2)=[N+](C)C)C.F[P-](F)(F)(F)(F)F. (6) Given the product [O:19]1[C:18]2[CH:20]=[CH:21][CH:22]=[CH:23][C:17]=2[O:16][CH2:15][C@@H:14]1[CH2:12][N:8]1[CH2:9][CH2:10][CH2:11][C@@:6]([CH2:4][OH:3])([CH3:24])[CH2:7]1, predict the reactants needed to synthesize it. The reactants are: C([O:3][C:4]([C@@:6]1([CH3:24])[CH2:11][CH2:10][CH2:9][N:8]([C:12]([C@@H:14]2[O:19][C:18]3[CH:20]=[CH:21][CH:22]=[CH:23][C:17]=3[O:16][CH2:15]2)=O)[CH2:7]1)=O)C.C1COCC1.[H-].[H-].[H-].[H-].[Li+].[Al+3]. (7) Given the product [CH3:7][C:6]([OH:8])([CH3:9])[CH2:5][O:4][CH2:1][CH:2]1[CH2:3][O:18]1, predict the reactants needed to synthesize it. The reactants are: [CH2:1]([O:4][CH2:5][C:6]([CH3:9])([OH:8])[CH3:7])[CH:2]=[CH2:3].C1C=C(Cl)C=C(C(OO)=[O:18])C=1.C(=O)(O)[O-].[Na+].S([O-])([O-])(=O)=S.[Na+].[Na+]. (8) Given the product [OH:4][C:5]1[CH:10]=[C:9]([OH:11])[CH:8]=[CH:7][C:6]=1[CH:15]1[CH2:20][CH2:19][CH2:18][CH:17]([NH:21][S:22]([CH3:25])(=[O:24])=[O:23])[CH2:16]1, predict the reactants needed to synthesize it. The reactants are: COC[O:4][C:5]1[CH:10]=[C:9]([O:11]COC)[CH:8]=[CH:7][C:6]=1[CH:15]1[CH2:20][CH2:19][CH2:18][CH:17]([NH:21][S:22]([CH3:25])(=[O:24])=[O:23])[CH2:16]1.